From a dataset of Reaction yield outcomes from USPTO patents with 853,638 reactions. Predict the reaction yield, written as a fraction of the theoretical maximum amount of product (1.0 means a 100% yield; for example, 0.34 means a 34% yield). (1) The reactants are CC1(C)O[C:6](=[O:8])[C:5](=[CH:9][NH:10][C:11]2[CH:25]=[CH:24][C:14]([C:15]([O:17][C:18]3[CH:23]=[CH:22][CH:21]=[CH:20][CH:19]=3)=[O:16])=[C:13]([OH:26])[CH:12]=2)C(=O)O1.[CH2:29](Br)[C:30]1[CH:35]=[CH:34][CH:33]=[CH:32][CH:31]=1.C(=O)([O-])[O-].[K+].[K+].C(OCC)C.O1CCCC1. The catalyst is CN(C)C=O.C(O)C.CCCCCC.C1C=CC(C2C=CC=CC=2)=CC=1.C1C=CC(OC2C=CC=CC=2)=CC=1.C(OCC)C.O. The product is [CH2:29]([O:26][C:13]1[CH:12]=[C:11]2[C:25]([C:6](=[O:8])[CH:5]=[CH:9][NH:10]2)=[CH:24][C:14]=1[C:15]([O:17][C:18]1[CH:19]=[CH:20][CH:21]=[CH:22][CH:23]=1)=[O:16])[C:30]1[CH:35]=[CH:34][CH:33]=[CH:32][CH:31]=1. The yield is 0.110. (2) The reactants are [CH3:1][C@H:2]([CH2:22]CC=C(C)C)[CH2:3][CH2:4][N:5]1[C:14]2[CH:13]=[CH:12][CH:11]=[C:10]3[C:15]([CH3:19])(C)[CH2:16][CH2:17][N:8]([C:9]=23)[C:7](=[O:20])[C:6]1=[O:21].C[N+]1([O-])CCO[CH2:31][CH2:30]1.[C:36]([O:40]O)([CH3:39])([CH3:38])[CH3:37].[OH:42]S([O-])(=O)=O.[Na+]. The catalyst is CC(C)=O.[Os](=O)(=O)(=O)=O.CC(O)(C)C. The product is [OH:42][CH:37]([C:36]([OH:40])([CH3:39])[CH3:38])[CH2:11][CH2:10][C@@H:15]([CH3:19])[CH2:16][CH2:17][N:8]1[C:9]2[CH:31]=[CH:30][CH:12]=[C:13]3[C:2]([CH3:22])([CH3:1])[CH2:3][CH2:4][N:5]([C:14]=23)[C:6](=[O:21])[C:7]1=[O:20]. The yield is 0.400. (3) The reactants are [CH3:1][O:2][C:3]1[CH:12]=[C:11]2[C:6]([CH2:7][CH2:8][C:9](=[O:15])[C:10]2([CH3:14])[CH3:13])=[CH:5][CH:4]=1.C[C:17]([CH3:20])([O-:19])[CH3:18].[Na+].F[B-](F)(F)F.[C:27]([PH+](C(C)(C)C)C(C)(C)C)([CH3:30])(C)[CH3:28].FC(F)(F)C(O)=[O:43].P([O-])([O-])(O)=O.[K+].[K+]. The catalyst is C([O-])(=O)C.[Pd+2].C([O-])(=O)C.C(Cl)Cl.CO.C1(C)C=CC=CC=1. The product is [OH:43][C:28]1[CH:20]=[C:17]([OH:19])[CH:18]=[CH:30][C:27]=1[CH:8]1[CH2:7][C:6]2[C:11](=[CH:12][C:3]([O:2][CH3:1])=[CH:4][CH:5]=2)[C:10]([CH3:13])([CH3:14])[C:9]1=[O:15]. The yield is 0.360. (4) The reactants are C(OC([C:6]1[CH2:7][N:8]2[CH2:15][CH:12]([C:13]=1[OH:14])[CH2:11][CH2:10][CH2:9]2)=O)C.Cl.[OH-].[K+]. No catalyst specified. The product is [N:8]12[CH2:15][CH:12]([CH2:11][CH2:10][CH2:9]1)[C:13](=[O:14])[CH2:6][CH2:7]2. The yield is 0.380. (5) The reactants are C([O:8][C:9]1[C:14](=[O:15])[C:13]2[C:16]([OH:31])=[C:17]([CH2:26][CH:27]=[C:28]([CH3:30])[CH3:29])[C:18]([OH:25])=[C:19]([CH2:20][CH:21]=[C:22]([CH3:24])[CH3:23])[C:12]=2[O:11][C:10]=1[C:32]1[CH:37]=[CH:36][C:35]([F:38])=[C:34]([F:39])[CH:33]=1)C1C=CC=CC=1. The catalyst is CO.[Pd]. The product is [F:39][C:34]1[CH:33]=[C:32]([C:10]2[O:11][C:12]3[C:19]([CH2:20][CH:21]=[C:22]([CH3:24])[CH3:23])=[C:18]([OH:25])[C:17]([CH2:26][CH:27]=[C:28]([CH3:30])[CH3:29])=[C:16]([OH:31])[C:13]=3[C:14](=[O:15])[C:9]=2[OH:8])[CH:37]=[CH:36][C:35]=1[F:38]. The yield is 0.240. (6) The product is [CH3:1][C:2]1[N:7]2[N:8]=[C:9]([CH2:11][CH2:12][C:13]3[NH:14][CH:15]=[C:16]([C:18]4[O:19][C:20]([CH3:23])=[CH:21][CH:22]=4)[N:17]=3)[N:10]=[C:6]2[CH:5]=[CH:4][CH:3]=1. The reactants are [CH3:1][C:2]1[N:7]2[N:8]=[C:9](/[CH:11]=[CH:12]/[C:13]3[NH:14][CH:15]=[C:16]([C:18]4[O:19][C:20]([CH3:23])=[CH:21][CH:22]=4)[N:17]=3)[N:10]=[C:6]2[CH:5]=[CH:4][CH:3]=1.[H][H]. The catalyst is CO.[Pd]. The yield is 0.300.